Dataset: TCR-epitope binding with 47,182 pairs between 192 epitopes and 23,139 TCRs. Task: Binary Classification. Given a T-cell receptor sequence (or CDR3 region) and an epitope sequence, predict whether binding occurs between them. (1) The epitope is YIFFASFYY. The TCR CDR3 sequence is CASAPGNTGELFF. Result: 1 (the TCR binds to the epitope). (2) The epitope is YLQPRTFLL. The TCR CDR3 sequence is CASSLGFQGAGSPLHF. Result: 0 (the TCR does not bind to the epitope). (3) The epitope is IYSKHTPINL. The TCR CDR3 sequence is CASSVGYNQPQHF. Result: 0 (the TCR does not bind to the epitope).